From a dataset of Catalyst prediction with 721,799 reactions and 888 catalyst types from USPTO. Predict which catalyst facilitates the given reaction. (1) Reactant: [CH3:1][C:2]([C:9]1[CH:18]=[C:17]2[C:12]([CH:13]=[C:14]([C:23]([O:25]CC)=[O:24])[CH:15]([C:19]([F:22])([F:21])[F:20])[O:16]2)=[CH:11][CH:10]=1)([CH3:8])[CH2:3][NH:4][CH2:5][CH2:6][CH3:7].[OH-].[Na+]. Product: [CH3:8][C:2]([C:9]1[CH:18]=[C:17]2[C:12]([CH:13]=[C:14]([C:23]([OH:25])=[O:24])[CH:15]([C:19]([F:22])([F:21])[F:20])[O:16]2)=[CH:11][CH:10]=1)([CH3:1])[CH2:3][NH:4][CH2:5][CH2:6][CH3:7]. The catalyst class is: 24. (2) The catalyst class is: 22. Reactant: [CH3:1][O:2][C:3]1[CH:4]=[CH:5][C:6]2[C:10]([O:11][C:12]3[CH:17]=[CH:16][C:15](/[CH:18]=[CH:19]/[C:20]([O:22][CH3:23])=[O:21])=[CH:14][CH:13]=3)=[CH:9][S:8][C:7]=2[CH:24]=1.O=P(Cl)(Cl)Cl.CN([CH:33]=[O:34])C. Product: [CH:33]([C:9]1[S:8][C:7]2[CH:24]=[C:3]([O:2][CH3:1])[CH:4]=[CH:5][C:6]=2[C:10]=1[O:11][C:12]1[CH:17]=[CH:16][C:15](/[CH:18]=[CH:19]/[C:20]([O:22][CH3:23])=[O:21])=[CH:14][CH:13]=1)=[O:34].